Dataset: Forward reaction prediction with 1.9M reactions from USPTO patents (1976-2016). Task: Predict the product of the given reaction. (1) Given the reactants [CH:1]([N:4]1[CH2:9][CH2:8][N:7]([C:10]2[CH:11]=[C:12]([CH:15]=[C:16]([O:18][CH3:19])[CH:17]=2)[CH:13]=O)[CH2:6][CH2:5]1)([CH3:3])[CH3:2].[NH2:20][C:21]1[CH:29]=[C:28]([O:30][CH3:31])[CH:27]=[C:26]([O:32][CH3:33])[C:22]=1[C:23]([NH2:25])=[O:24].OS([O-])=O.[Na+].O.C1(C)C=CC(S(O)(=O)=O)=CC=1, predict the reaction product. The product is: [CH:1]([N:4]1[CH2:9][CH2:8][N:7]([C:10]2[CH:11]=[C:12]([C:13]3[NH:25][C:23](=[O:24])[C:22]4[C:21](=[CH:29][C:28]([O:30][CH3:31])=[CH:27][C:26]=4[O:32][CH3:33])[N:20]=3)[CH:15]=[C:16]([O:18][CH3:19])[CH:17]=2)[CH2:6][CH2:5]1)([CH3:3])[CH3:2]. (2) Given the reactants [Cl:1][C:2]1[CH:26]=[CH:25][C:5]([O:6][C:7]2[CH:12]=[CH:11][C:10]([C:13]3[CH:14]([CH2:23][OH:24])[C:15]4([CH2:22][CH2:21][CH2:20][CH2:19][CH2:18]4)[O:16][N:17]=3)=[CH:9][CH:8]=2)=[CH:4][CH:3]=1.C(N(CC)CC)C.[CH3:34][S:35](Cl)(=[O:37])=[O:36].O, predict the reaction product. The product is: [CH3:34][S:35]([O:24][CH2:23][CH:14]1[C:15]2([CH2:22][CH2:21][CH2:20][CH2:19][CH2:18]2)[O:16][N:17]=[C:13]1[C:10]1[CH:9]=[CH:8][C:7]([O:6][C:5]2[CH:25]=[CH:26][C:2]([Cl:1])=[CH:3][CH:4]=2)=[CH:12][CH:11]=1)(=[O:37])=[O:36]. (3) Given the reactants [O:1]=[O+][O-].[CH3:4][O:5][C@@H:6]([CH2:16][CH2:17][CH:18]=C)[CH2:7][O:8][CH2:9][C:10]1[CH:15]=[CH:14][CH:13]=[CH:12][CH:11]=1.CSC.C(N(CC)CC)C, predict the reaction product. The product is: [CH2:9]([O:8][CH2:7][C@@H:6]([O:5][CH3:4])[CH2:16][CH2:17][CH:18]=[O:1])[C:10]1[CH:11]=[CH:12][CH:13]=[CH:14][CH:15]=1. (4) Given the reactants [CH3:1][C:2]1[S:3][CH:4]=[CH:5][N:6]=1.C([Li])CCC.[O:12]=[C:13]1[NH:18][C:17]2[CH:19]=[C:20]([C:23](OC)=[O:24])[CH:21]=[CH:22][C:16]=2[O:15][CH2:14]1.Cl, predict the reaction product. The product is: [S:3]1[CH:4]=[CH:5][N:6]=[C:2]1[CH2:1][C:23]([C:20]1[CH:21]=[CH:22][C:16]2[O:15][CH2:14][C:13](=[O:12])[NH:18][C:17]=2[CH:19]=1)=[O:24]. (5) Given the reactants C[Si](C)(C)N[Si](C)(C)C.[Li].[Cl:11][C:12]1[CH:13]=[C:14]([CH:27]=[CH:28][C:29]=1[Cl:30])[CH2:15][N:16]1[C:21](=[O:22])[CH:20]=[C:19]2[S:23][CH:24]=[CH:25][N:18]2[C:17]1=[O:26].[CH2:31]([N:38]=[C:39]=[O:40])[C:32]1[CH:37]=[CH:36][CH:35]=[CH:34][CH:33]=1.[Cl-].[NH4+], predict the reaction product. The product is: [CH2:31]([NH:38][C:39]([C:24]1[S:23][C:19]2[N:18]([C:17](=[O:26])[N:16]([CH2:15][C:14]3[CH:27]=[CH:28][C:29]([Cl:30])=[C:12]([Cl:11])[CH:13]=3)[C:21](=[O:22])[CH:20]=2)[CH:25]=1)=[O:40])[C:32]1[CH:37]=[CH:36][CH:35]=[CH:34][CH:33]=1. (6) The product is: [Br:1][C:2]1[CH:11]=[CH:10][C:9]2[N:8]=[CH:7][C:6]3[N:12]([C:31]([CH:28]4[CH2:30][CH2:29]4)=[O:32])[CH2:13][CH2:14][O:15][C:5]=3[C:4]=2[CH:3]=1. Given the reactants [Br:1][C:2]1[CH:11]=[CH:10][C:9]2[N:8]=[CH:7][C:6]3[NH:12][CH2:13][CH2:14][O:15][C:5]=3[C:4]=2[CH:3]=1.C(N(C(C)C)C(C)C)C.ClCCl.[CH:28]1([C:31](Cl)=[O:32])[CH2:30][CH2:29]1, predict the reaction product.